This data is from Catalyst prediction with 721,799 reactions and 888 catalyst types from USPTO. The task is: Predict which catalyst facilitates the given reaction. (1) Product: [C@@H:33]12[CH2:34][C@@H:35]1[CH2:36][C@@H:37]([C:38]([O:40][CH2:11][C:12]([C:14]1[CH:23]=[CH:22][C:21]3[C:16](=[CH:17][CH:18]=[C:19]([Br:24])[CH:20]=3)[CH:15]=1)=[O:13])=[O:39])[N:32]2[C:30]([O:29][C:25]([CH3:28])([CH3:27])[CH3:26])=[O:31]. The catalyst class is: 10. Reactant: CCN(C(C)C)C(C)C.Br[CH2:11][C:12]([C:14]1[CH:23]=[CH:22][C:21]2[C:16](=[CH:17][CH:18]=[C:19]([Br:24])[CH:20]=2)[CH:15]=1)=[O:13].[C:25]([O:29][C:30]([N:32]1[C@H:37]([C:38]([OH:40])=[O:39])[CH2:36][C@@H:35]2[C@H:33]1[CH2:34]2)=[O:31])([CH3:28])([CH3:27])[CH3:26]. (2) Reactant: C[N:2](C)/[CH:3]=[CH:4]/[C:5]([C:7]1[C:12](=[O:13])[CH:11]=[CH:10][N:9]([C:14]2[CH:19]=[CH:18][CH:17]=[C:16]([S:20]([CH3:23])(=[O:22])=[O:21])[CH:15]=2)[N:8]=1)=O.[C:25]1([NH:35]N)[C:34]2[C:29](=[CH:30][CH:31]=[CH:32][CH:33]=2)[CH:28]=[CH:27][CH:26]=1. Product: [CH3:23][S:20]([C:16]1[CH:15]=[C:14]([N:9]2[CH:10]=[CH:11][C:12](=[O:13])[C:7]([C:5]3[N:35]([C:25]4[C:34]5[C:29](=[CH:30][CH:31]=[CH:32][CH:33]=5)[CH:28]=[CH:27][CH:26]=4)[N:2]=[CH:3][CH:4]=3)=[N:8]2)[CH:19]=[CH:18][CH:17]=1)(=[O:22])=[O:21]. The catalyst class is: 640. (3) Reactant: C[N:2]([CH:4]=[C:5]1[C:9](=O)[CH2:8][N:7]([C:11]([O:13][C:14]([CH3:17])([CH3:16])[CH3:15])=[O:12])[CH2:6]1)C.Cl.[CH:19]1([NH:22]N)[CH2:21][CH2:20]1.CCN(CC)CC. Product: [CH:19]1([N:22]2[C:9]3[CH2:8][N:7]([C:11]([O:13][C:14]([CH3:17])([CH3:16])[CH3:15])=[O:12])[CH2:6][C:5]=3[CH:4]=[N:2]2)[CH2:21][CH2:20]1. The catalyst class is: 24.